Dataset: Forward reaction prediction with 1.9M reactions from USPTO patents (1976-2016). Task: Predict the product of the given reaction. (1) Given the reactants C([O-])(=O)C.[NH4+:5].[CH3:6][CH:7]([CH3:11])[C:8](=O)[CH3:9].[CH:12](=O)[C:13]1[CH:18]=[CH:17][CH:16]=[CH:15][CH:14]=1.[C:20]([CH2:22][C:23]([O:25]CC)=O)#[N:21], predict the reaction product. The product is: [OH:25][C:23]1[N:5]=[C:8]([CH:7]([CH3:11])[CH3:6])[CH:9]=[C:12]([C:13]2[CH:18]=[CH:17][CH:16]=[CH:15][CH:14]=2)[C:22]=1[C:20]#[N:21]. (2) Given the reactants [Cl:1][C:2]1[CH:10]=[CH:9][CH:8]=[CH:7][C:3]=1[C:4]([OH:6])=O.CN(C(ON1N=NC2C=CC=NC1=2)=[N+](C)C)C.F[P-](F)(F)(F)(F)F.CCN(C(C)C)C(C)C.[I-].[CH2:45]([N+:49]1[N:53]=[C:52]([CH3:54])[S:51][C:50]=1[CH3:55])[CH2:46][CH2:47][CH3:48], predict the reaction product. The product is: [CH2:45]([N:49]1[N:53]=[C:52]([CH3:54])[S:51]/[C:50]/1=[CH:55]\[C:4]([C:3]1[CH:7]=[CH:8][CH:9]=[CH:10][C:2]=1[Cl:1])=[O:6])[CH2:46][CH2:47][CH3:48]. (3) Given the reactants [C:1]([NH:5][C:6]([C:8]1[C:16]2[C:11](=[N:12][CH:13]=[C:14]([NH:17][C:18]3[CH:22]=[CH:21][N:20]([CH3:23])[N:19]=3)[N:15]=2)[N:10](COCC[Si](C)(C)C)[CH:9]=1)=[O:7])([CH3:4])([CH3:3])[CH3:2].FC(F)(F)C(O)=O.CO.[OH-].[NH4+], predict the reaction product. The product is: [C:1]([NH:5][C:6]([C:8]1[C:16]2[C:11](=[N:12][CH:13]=[C:14]([NH:17][C:18]3[CH:22]=[CH:21][N:20]([CH3:23])[N:19]=3)[N:15]=2)[NH:10][CH:9]=1)=[O:7])([CH3:4])([CH3:3])[CH3:2]. (4) Given the reactants Cl[C:2]1[CH:12]=[CH:11][C:5]([C:6]([O:8][CH2:9][CH3:10])=[O:7])=[CH:4][C:3]=1[N+:13]([O-:15])=[O:14].C([O-])([O-])=O.[K+].[K+].[CH:22]1([NH2:26])[CH2:25][CH2:24][CH2:23]1, predict the reaction product. The product is: [CH:22]1([NH:26][C:2]2[CH:12]=[CH:11][C:5]([C:6]([O:8][CH2:9][CH3:10])=[O:7])=[CH:4][C:3]=2[N+:13]([O-:15])=[O:14])[CH2:25][CH2:24][CH2:23]1. (5) The product is: [N:5]1([C:14]2[CH:19]=[CH:18][C:17]([C:20](=[O:35])[C:21](=[N:1][OH:3])[C:22]3[CH:23]=[N:24][C:25]([N:28]4[CH2:29][CH2:30][N:31]([CH3:34])[CH2:32][CH2:33]4)=[CH:26][CH:27]=3)=[CH:16][CH:15]=2)[C:9]2=[N:10][CH:11]=[CH:12][CH:13]=[C:8]2[CH:7]=[CH:6]1. Given the reactants [N:1]([O-:3])=O.[Na+].[N:5]1([C:14]2[CH:19]=[CH:18][C:17]([C:20](=[O:35])[CH2:21][C:22]3[CH:23]=[N:24][C:25]([N:28]4[CH2:33][CH2:32][N:31]([CH3:34])[CH2:30][CH2:29]4)=[CH:26][CH:27]=3)=[CH:16][CH:15]=2)[C:9]2=[N:10][CH:11]=[CH:12][CH:13]=[C:8]2[CH:7]=[CH:6]1, predict the reaction product. (6) Given the reactants O1C2C=CC(C3(O)C4C(=CC=CC=4)N(CC4C=CC(Cl)=CC=4)C3=O)=CC=2OC1.O[C:30]1([C:45]2[C:53]([OH:54])=[CH:52][C:48]3[O:49][CH2:50][O:51][C:47]=3[CH:46]=2)[C:38]2[C:33](=[CH:34][CH:35]=[CH:36][CH:37]=2)[N:32]([CH2:39][CH2:40][CH2:41][CH2:42][CH3:43])[C:31]1=[O:44], predict the reaction product. The product is: [OH:54][C:53]1[C:45]([CH:30]2[C:38]3[C:33](=[CH:34][CH:35]=[CH:36][CH:37]=3)[N:32]([CH2:39][CH2:40][CH2:41][CH2:42][CH3:43])[C:31]2=[O:44])=[CH:46][C:47]2[O:51][CH2:50][O:49][C:48]=2[CH:52]=1. (7) Given the reactants [Cl-].O[NH3+:3].[C:4](=[O:7])([O-])[OH:5].[Na+].CS(C)=O.[F:13][C:14]1[CH:15]=[C:16]([C:45]2[C:46]([C:51]#[N:52])=[CH:47][CH:48]=[CH:49][CH:50]=2)[CH:17]=[CH:18][C:19]=1[CH2:20][C:21]1[C:22](=[O:44])[N:23]([C@H:33]2[CH2:38][CH2:37][C@H:36]([O:39][CH2:40][CH:41]([OH:43])[CH3:42])[CH2:35][CH2:34]2)[C:24]2[N:25]([N:30]=[CH:31][CH:32]=2)[C:26]=1[CH2:27][CH2:28][CH3:29], predict the reaction product. The product is: [F:13][C:14]1[CH:15]=[C:16]([C:45]2[CH:50]=[CH:49][CH:48]=[CH:47][C:46]=2[C:51]2[NH:3][C:4](=[O:7])[O:5][N:52]=2)[CH:17]=[CH:18][C:19]=1[CH2:20][C:21]1[C:22](=[O:44])[N:23]([C@H:33]2[CH2:38][CH2:37][C@H:36]([O:39][CH2:40][CH:41]([OH:43])[CH3:42])[CH2:35][CH2:34]2)[C:24]2[N:25]([N:30]=[CH:31][CH:32]=2)[C:26]=1[CH2:27][CH2:28][CH3:29].